This data is from Reaction yield outcomes from USPTO patents with 853,638 reactions. The task is: Predict the reaction yield, written as a fraction of the theoretical maximum amount of product (1.0 means a 100% yield; for example, 0.34 means a 34% yield). The product is [F:51][C:2]([F:1])([F:52])[C:3]1[CH:4]=[C:5]([CH:48]=[CH:49][CH:50]=1)[CH2:6][NH:7][C:8]([C:10]1[CH:15]=[CH:14][N:13]=[C:12]([C:16]2[CH:21]=[C:20]([N:22]3[CH2:23][CH2:24][CH2:25][CH2:26][CH2:27]3)[CH:19]=[CH:18][C:17]=2[NH:28][C:29]([C:31]2[CH:32]=[C:33]([CH:45]=[CH:46][CH:47]=2)[CH2:34][S:35][CH2:36][CH2:37][C:38]([OH:40])=[O:39])=[O:30])[CH:11]=1)=[O:9]. The catalyst is ClCCl. The yield is 0.660. The reactants are [F:1][C:2]([F:52])([F:51])[C:3]1[CH:4]=[C:5]([CH:48]=[CH:49][CH:50]=1)[CH2:6][NH:7][C:8]([C:10]1[CH:15]=[CH:14][N:13]=[C:12]([C:16]2[CH:21]=[C:20]([N:22]3[CH2:27][CH2:26][CH2:25][CH2:24][CH2:23]3)[CH:19]=[CH:18][C:17]=2[NH:28][C:29]([C:31]2[CH:32]=[C:33]([CH:45]=[CH:46][CH:47]=2)[CH2:34][S:35][CH2:36][CH2:37][C:38]([O:40]C(C)(C)C)=[O:39])=[O:30])[CH:11]=1)=[O:9].FC(F)(F)C(O)=O.